The task is: Predict the reactants needed to synthesize the given product.. This data is from Full USPTO retrosynthesis dataset with 1.9M reactions from patents (1976-2016). (1) The reactants are: [F:1][C:2]1([F:16])[CH2:6][N:5]([C:7]([O:9][C:10]([CH3:13])([CH3:12])[CH3:11])=[O:8])[C@@H:4]([CH:14]=O)[CH2:3]1.C1(P(C2C=CC=CC=2)(C2C=CC=CC=2)=[C:24]([CH3:29])[C:25]([O:27][CH3:28])=[O:26])C=CC=CC=1. Given the product [F:1][C:2]1([F:16])[CH2:6][N:5]([C:7]([O:9][C:10]([CH3:13])([CH3:12])[CH3:11])=[O:8])[C@@H:4]([CH:14]=[C:24]([CH3:29])[C:25]([O:27][CH3:28])=[O:26])[CH2:3]1, predict the reactants needed to synthesize it. (2) Given the product [F:1][C:2]1[CH:3]=[CH:4][C:5]([S:8]([N:11]([CH2:16][C:17]([OH:19])=[O:18])[CH2:12][CH2:13][O:14][CH3:15])(=[O:10])=[O:9])=[CH:6][CH:7]=1, predict the reactants needed to synthesize it. The reactants are: [F:1][C:2]1[CH:7]=[CH:6][C:5]([S:8]([N:11]([CH2:16][C:17]([O:19]C)=[O:18])[CH2:12][CH2:13][O:14][CH3:15])(=[O:10])=[O:9])=[CH:4][CH:3]=1.[Li+].[OH-].O.Cl. (3) Given the product [Cl:10][C:11]1[CH:12]=[C:13]([C:21]2[O:25][N:24]=[C:23]([C:26]3[CH:27]=[CH:28][CH:29]=[C:30]4[C:34]=3[N:33]([CH3:35])[CH:32]=[C:31]4[CH2:36][NH:2][CH2:3][CH2:4][C:5]([O:7][CH2:8][CH3:9])=[O:6])[N:22]=2)[CH:14]=[CH:15][C:16]=1[O:17][CH:18]([CH3:19])[CH3:20], predict the reactants needed to synthesize it. The reactants are: Cl.[NH2:2][CH2:3][CH2:4][C:5]([O:7][CH2:8][CH3:9])=[O:6].[Cl:10][C:11]1[CH:12]=[C:13]([C:21]2[O:25][N:24]=[C:23]([C:26]3[CH:27]=[CH:28][CH:29]=[C:30]4[C:34]=3[N:33]([CH3:35])[CH:32]=[C:31]4[CH:36]=O)[N:22]=2)[CH:14]=[CH:15][C:16]=1[O:17][CH:18]([CH3:20])[CH3:19].[OH-].[Na+]. (4) Given the product [CH3:16][CH:17]1[CH2:22][N:21]([C:13]([CH:10]2[CH2:11][CH2:12][N:7]([C:4]3[CH:5]=[CH:6][N:1]=[CH:2][CH:3]=3)[CH2:8][CH2:9]2)=[O:14])[CH:20]([CH3:23])[CH2:19][N:18]1[S:24]([C:27]1[CH:36]=[CH:35][C:34]2[C:29](=[CH:30][CH:31]=[CH:32][CH:33]=2)[CH:28]=1)(=[O:26])=[O:25], predict the reactants needed to synthesize it. The reactants are: [N:1]1[CH:6]=[CH:5][C:4]([N:7]2[CH2:12][CH2:11][CH:10]([C:13](Cl)=[O:14])[CH2:9][CH2:8]2)=[CH:3][CH:2]=1.[CH3:16][CH:17]1[CH2:22][NH:21][CH:20]([CH3:23])[CH2:19][N:18]1[S:24]([C:27]1[CH:36]=[CH:35][C:34]2[C:29](=[CH:30][CH:31]=[CH:32][CH:33]=2)[CH:28]=1)(=[O:26])=[O:25]. (5) Given the product [S:1]1[CH:5]=[CH:4][CH:3]=[C:2]1[CH:6]([C:7]([CH3:8])=[O:14])[C:17]([O:20][CH2:21][CH3:22])=[O:19], predict the reactants needed to synthesize it. The reactants are: [S:1]1[CH:5]=[CH:4][CH:3]=[C:2]1[CH2:6][C:7](=[O:14])[CH2:8]C(OCC)=O.[H-].[Na+].[C:17]([O:20][C:21](=O)[CH3:22])(=[O:19])C.Cl. (6) Given the product [Cl:1][C:2]1[CH:3]=[C:4]([C:8]2[CH:13]=[C:12]([NH:14][C:15]3[CH:20]=[CH:19][C:18]([CH2:21][CH2:22][OH:23])=[CH:17][CH:16]=3)[CH:11]=[C:10]([CH:27]3[CH2:29][CH2:28]3)[N:9]=2)[CH:5]=[CH:6][CH:7]=1, predict the reactants needed to synthesize it. The reactants are: [Cl:1][C:2]1[CH:3]=[C:4]([C:8]2[CH:13]=[C:12]([NH:14][C:15]3[CH:20]=[CH:19][C:18]([CH2:21][C:22](OCC)=[O:23])=[CH:17][CH:16]=3)[CH:11]=[C:10]([CH:27]3[CH2:29][CH2:28]3)[N:9]=2)[CH:5]=[CH:6][CH:7]=1. (7) The reactants are: [Cl:1][C:2]1[CH:7]=[CH:6][C:5]([Cl:8])=[CH:4][C:3]=1[N:9]1[C:13]([C:14]2[S:15][C:16]([C:19]3[CH:24]=[CH:23][CH:22]=[C:21]([S:25](=[O:28])(=[O:27])[NH2:26])[CH:20]=3)=[CH:17][CH:18]=2)=[CH:12][C:11]([C:29](OC)=[O:30])=[N:10]1.[F-].[K+].Cl.[CH:36]([OH:39])([CH3:38])[CH3:37]. Given the product [NH2:26][S:25]([C:21]1[CH:20]=[C:19]([C:16]2[S:15][C:14]([C:13]3[N:9]([C:3]4[CH:4]=[C:5]([Cl:8])[CH:6]=[CH:7][C:2]=4[Cl:1])[N:10]=[C:11]([C:29]([O:39][CH:36]([CH3:38])[CH3:37])=[O:30])[CH:12]=3)=[CH:18][CH:17]=2)[CH:24]=[CH:23][CH:22]=1)(=[O:28])=[O:27], predict the reactants needed to synthesize it. (8) Given the product [Cl:18][C:9]1[N:8]=[CH:7][CH:6]=[C:5]2[C:10]=1[CH:11]=[CH:12][C:3]([C:2]([F:15])([F:14])[F:1])=[N:4]2, predict the reactants needed to synthesize it. The reactants are: [F:1][C:2]([F:15])([F:14])[C:3]1[CH:12]=[CH:11][C:10]2[C:9](=O)[NH:8][CH:7]=[CH:6][C:5]=2[N:4]=1.P(Cl)(Cl)([Cl:18])=O. (9) Given the product [CH2:1]([O:8][C:9]1[CH:10]=[C:11]([CH:22]=[CH:23][CH:24]=1)[O:12][C:13]1[CH:20]=[CH:19][C:16]([CH:17]=[O:18])=[C:15]([B:25]2[O:29][C:28]([CH3:31])([CH3:30])[C:27]([CH3:33])([CH3:32])[O:26]2)[CH:14]=1)[C:2]1[CH:7]=[CH:6][CH:5]=[CH:4][CH:3]=1, predict the reactants needed to synthesize it. The reactants are: [CH2:1]([O:8][C:9]1[CH:10]=[C:11]([CH:22]=[CH:23][CH:24]=1)[O:12][C:13]1[CH:20]=[CH:19][C:16]([CH:17]=[O:18])=[C:15](Br)[CH:14]=1)[C:2]1[CH:7]=[CH:6][CH:5]=[CH:4][CH:3]=1.[B:25]1([B:25]2[O:29][C:28]([CH3:31])([CH3:30])[C:27]([CH3:33])([CH3:32])[O:26]2)[O:29][C:28]([CH3:31])([CH3:30])[C:27]([CH3:33])([CH3:32])[O:26]1.CC([O-])=O.[K+]. (10) The reactants are: C([O:5][CH:6]([O:10][C:11]([CH3:14])([CH3:13])[CH3:12])N(C)C)(C)(C)C.[Br:15][CH2:16][C:17]1[CH:25]=[CH:24][C:20](C(O)=O)=[CH:19][CH:18]=1. Given the product [Br:15][CH2:16][C:17]1[CH:25]=[CH:24][C:20]([C:6]([O:10][C:11]([CH3:12])([CH3:13])[CH3:14])=[O:5])=[CH:19][CH:18]=1, predict the reactants needed to synthesize it.